Dataset: Catalyst prediction with 721,799 reactions and 888 catalyst types from USPTO. Task: Predict which catalyst facilitates the given reaction. Reactant: [F:1][C:2]1[C:7]([NH2:8])=[CH:6][CH:5]=[C:4]([F:9])[C:3]=1[NH:10][C:11]1[C:16]([C:17]2[N:25]=[CH:24][N:23]=[C:22]3[C:18]=2[N:19]=[CH:20][N:21]3[CH:26]2[CH2:31][CH2:30][CH2:29][CH2:28][O:27]2)=[CH:15][CH:14]=[CH:13][N:12]=1.[F:32][C:33]([F:45])([F:44])[C:34]1[CH:35]=[C:36]([S:40](Cl)(=[O:42])=[O:41])[CH:37]=[CH:38][CH:39]=1.N1C=CC=CC=1. Product: [F:1][C:2]1[C:3]([NH:10][C:11]2[C:16]([C:17]3[N:25]=[CH:24][N:23]=[C:22]4[C:18]=3[N:19]=[CH:20][N:21]4[CH:26]3[CH2:31][CH2:30][CH2:29][CH2:28][O:27]3)=[CH:15][CH:14]=[CH:13][N:12]=2)=[C:4]([F:9])[CH:5]=[CH:6][C:7]=1[NH:8][S:40]([C:36]1[CH:37]=[CH:38][CH:39]=[C:34]([C:33]([F:32])([F:44])[F:45])[CH:35]=1)(=[O:42])=[O:41]. The catalyst class is: 4.